Dataset: Full USPTO retrosynthesis dataset with 1.9M reactions from patents (1976-2016). Task: Predict the reactants needed to synthesize the given product. (1) Given the product [F:17][C:18]1[CH:19]=[CH:20][C:21]([NH:24][C:25]([C:27]2([C:30]([NH:14][C:13]3[CH:12]=[CH:11][C:10]([O:9][CH2:2][C:3]4[CH:4]=[CH:5][CH:6]=[CH:7][CH:8]=4)=[CH:16][CH:15]=3)=[O:31])[CH2:29][CH2:28]2)=[O:26])=[CH:22][CH:23]=1, predict the reactants needed to synthesize it. The reactants are: Cl.[CH2:2]([O:9][C:10]1[CH:16]=[CH:15][C:13]([NH2:14])=[CH:12][CH:11]=1)[C:3]1[CH:8]=[CH:7][CH:6]=[CH:5][CH:4]=1.[F:17][C:18]1[CH:23]=[CH:22][C:21]([NH:24][C:25]([C:27]2([C:30](O)=[O:31])[CH2:29][CH2:28]2)=[O:26])=[CH:20][CH:19]=1.CCN=C=NCCCN(C)C. (2) Given the product [C:6]([O:9][C:10]([NH:12][C@@H:13]([CH2:14][CH:15]=[CH2:16])[C:17]([O:19][CH:20]1[CH2:24][CH2:23][CH2:22][CH2:21]1)=[O:18])=[O:11])([CH3:5])([CH3:7])[CH3:8], predict the reactants needed to synthesize it. The reactants are: C(Cl)CCl.[CH3:5][C:6]([O:9][C:10]([NH:12][C@H:13]([C:17]([OH:19])=[O:18])[CH2:14][CH:15]=[CH2:16])=[O:11])([CH3:8])[CH3:7].[CH:20]1(O)[CH2:24][CH2:23][CH2:22][CH2:21]1. (3) Given the product [N:10]1([C:2]2[CH:7]=[CH:6][C:5]([C:8]([N:10]3[C:16]4[CH:17]=[CH:18][CH:19]=[CH:20][C:15]=4[CH2:14][N:13]4[CH:21]=[CH:22][CH:23]=[C:12]4[CH2:11]3)=[O:9])=[CH:4][C:3]=2[S:24]([NH2:27])(=[O:26])=[O:25])[CH2:11][CH2:12][O:28][CH2:5][CH2:8]1, predict the reactants needed to synthesize it. The reactants are: Cl[C:2]1[CH:7]=[CH:6][C:5]([C:8]([N:10]2[C:16]3[CH:17]=[CH:18][CH:19]=[CH:20][C:15]=3[CH2:14][N:13]3[CH:21]=[CH:22][CH:23]=[C:12]3[CH2:11]2)=[O:9])=[CH:4][C:3]=1[S:24]([NH2:27])(=[O:26])=[O:25].[OH2:28]. (4) The reactants are: [CH2:1]([N:8]1[CH:16]=[C:15]2[C:10]([CH:11]=[C:12]([C:17]3[CH:18]=[C:19]([CH:27]4[CH2:31][CH2:30][NH:29][CH2:28]4)[N:20]4[C:25]=3[C:24]([NH2:26])=[N:23][CH:22]=[N:21]4)[CH:13]=[CH:14]2)=[N:9]1)[C:2]1[CH:7]=[CH:6][CH:5]=[CH:4][CH:3]=1.C(O)(=O)C.C(O[C:39]1(O[Si](C)(C)C)[CH2:41][CH2:40]1)C.C([BH3-])#N.[Na+]. Given the product [CH2:1]([N:8]1[CH:16]=[C:15]2[C:10]([CH:11]=[C:12]([C:17]3[CH:18]=[C:19]([CH:27]4[CH2:31][CH2:30][N:29]([CH:39]5[CH2:41][CH2:40]5)[CH2:28]4)[N:20]4[C:25]=3[C:24]([NH2:26])=[N:23][CH:22]=[N:21]4)[CH:13]=[CH:14]2)=[N:9]1)[C:2]1[CH:3]=[CH:4][CH:5]=[CH:6][CH:7]=1, predict the reactants needed to synthesize it. (5) Given the product [CH:33]1([CH2:36][CH2:37][O:38][C:39]2[CH:64]=[CH:63][C:42]([C:43]([NH:45][CH:46]([CH2:47][C:48]3[CH:53]=[CH:52][C:51]([O:54][CH2:55][CH3:56])=[CH:50][CH:49]=3)[C:57]([NH:59][CH2:60][CH2:61][OH:62])=[O:58])=[O:44])=[CH:41][CH:40]=2)[CH2:35][CH2:34]1, predict the reactants needed to synthesize it. The reactants are: C1(CCOC2C=CC(C(NC(CC3C=CC(CCC)=CC=3)C(NCCO)=O)=O)=CC=2)CC1.[CH:33]1([CH2:36][CH2:37][O:38][C:39]2[CH:64]=[CH:63][C:42]([C:43]([NH:45]/[C:46](/[C:57]([NH:59][CH2:60][CH2:61][OH:62])=[O:58])=[CH:47]\[C:48]3[CH:53]=[CH:52][C:51]([O:54][CH2:55][CH3:56])=[CH:50][CH:49]=3)=[O:44])=[CH:41][CH:40]=2)[CH2:35][CH2:34]1.